This data is from Peptide-MHC class I binding affinity with 185,985 pairs from IEDB/IMGT. The task is: Regression. Given a peptide amino acid sequence and an MHC pseudo amino acid sequence, predict their binding affinity value. This is MHC class I binding data. (1) The peptide sequence is VIRLLIWAY. The binding affinity (normalized) is 0.145. The MHC is HLA-A03:01 with pseudo-sequence HLA-A03:01. (2) The binding affinity (normalized) is 0.577. The MHC is HLA-A02:01 with pseudo-sequence HLA-A02:01. The peptide sequence is KLHLISLLSL.